This data is from Forward reaction prediction with 1.9M reactions from USPTO patents (1976-2016). The task is: Predict the product of the given reaction. The product is: [CH:24]1([C@H:27]([NH:29][CH2:2][CH2:3][CH2:4][N:5]2[C:13]([S:14][C:15]3[CH:20]=[C:19]([Cl:21])[CH:18]=[C:17]([Cl:22])[CH:16]=3)=[N:12][C:11]3[C:6]2=[N:7][CH:8]=[N:9][C:10]=3[NH2:23])[CH3:28])[CH2:26][CH2:25]1. Given the reactants Br[CH2:2][CH2:3][CH2:4][N:5]1[C:13]([S:14][C:15]2[CH:20]=[C:19]([Cl:21])[CH:18]=[C:17]([Cl:22])[CH:16]=2)=[N:12][C:11]2[C:6]1=[N:7][CH:8]=[N:9][C:10]=2[NH2:23].[CH:24]1([C@H:27]([NH2:29])[CH3:28])[CH2:26][CH2:25]1, predict the reaction product.